Dataset: Reaction yield outcomes from USPTO patents with 853,638 reactions. Task: Predict the reaction yield, written as a fraction of the theoretical maximum amount of product (1.0 means a 100% yield; for example, 0.34 means a 34% yield). (1) The reactants are [CH3:1][C:2]1([C:8]2[CH:9]=[C:10](B(O)O)[CH:11]=[CH:12][C:13]=2[O:14][CH3:15])[CH2:7][CH2:6][CH2:5][CH2:4][CH2:3]1.Br[C:20]1[CH:21]=[C:22]2[C:27](=[CH:28][CH:29]=1)[CH:26]=[C:25]([CH:30]=[O:31])[CH:24]=[CH:23]2.C(=O)([O-])[O-].[Na+].[Na+]. The catalyst is C1(C)C=CC=CC=1.C(O)C.O.C(OCC)(=O)C.[Pd].C1(P(C2C=CC=CC=2)C2C=CC=CC=2)C=CC=CC=1.C1(P(C2C=CC=CC=2)C2C=CC=CC=2)C=CC=CC=1.C1(P(C2C=CC=CC=2)C2C=CC=CC=2)C=CC=CC=1.C1(P(C2C=CC=CC=2)C2C=CC=CC=2)C=CC=CC=1. The product is [CH3:1][C:2]1([C:8]2[CH:9]=[C:10]([C:20]3[CH:21]=[C:22]4[C:27](=[CH:28][CH:29]=3)[CH:26]=[C:25]([CH:30]=[O:31])[CH:24]=[CH:23]4)[CH:11]=[CH:12][C:13]=2[O:14][CH3:15])[CH2:7][CH2:6][CH2:5][CH2:4][CH2:3]1. The yield is 0.750. (2) The reactants are [C:1]([O:9]CC)(=[O:8])[CH2:2][C:3](OCC)=O.[H-].[Na+].ClC[C:16]1[CH:17]=[N:18][O:19][C:20]=1[C:21]1[CH:26]=[C:25]([Cl:27])[CH:24]=[CH:23][C:22]=1[Cl:28].Cl. The catalyst is O1CCCC1.O. The product is [Cl:28][C:22]1[CH:23]=[CH:24][C:25]([Cl:27])=[CH:26][C:21]=1[C:20]1[O:19][N:18]=[CH:17][C:16]=1[CH2:3][CH2:2][C:1]([OH:9])=[O:8]. The yield is 0.580. (3) The reactants are [B-](F)(F)(F)F.CN(C(ON1C(=O)CCC1=O)=[N+](C)C)C.[F:21][C:22]1[CH:23]=[C:24]([N:29]2[CH2:33][CH2:32][CH2:31][C@H:30]2[C:34]2[CH:35]=[C:36]([C:51]([OH:53])=O)[CH:37]=[C:38]3[C:43]=2[O:42][C:41]([N:44]2[CH2:49][CH2:48][O:47][CH2:46][CH2:45]2)=[CH:40][C:39]3=[O:50])[CH:25]=[C:26]([F:28])[CH:27]=1.CCN(C(C)C)C(C)C.[NH:63]1[CH2:68][CH2:67][O:66][CH2:65][CH2:64]1. No catalyst specified. The product is [F:28][C:26]1[CH:25]=[C:24]([N:29]2[CH2:33][CH2:32][CH2:31][C@H:30]2[C:34]2[CH:35]=[C:36]([C:51]([N:63]3[CH2:68][CH2:67][O:66][CH2:65][CH2:64]3)=[O:53])[CH:37]=[C:38]3[C:43]=2[O:42][C:41]([N:44]2[CH2:45][CH2:46][O:47][CH2:48][CH2:49]2)=[CH:40][C:39]3=[O:50])[CH:23]=[C:22]([F:21])[CH:27]=1. The yield is 0.570. (4) The reactants are [F:1][C:2]1[CH:3]=[C:4]2[C:9](=[CH:10][CH:11]=1)[N:8]=[C:7]([NH:12][C:13](=[O:17])OCC)[C:6]([O:18][CH3:19])=[N:5]2.[CH3:20][O:21][C:22]1[CH:23]=[C:24]([N:28]2[CH2:33][CH2:32][NH:31][CH2:30][CH2:29]2)[CH:25]=[CH:26][CH:27]=1. No catalyst specified. The product is [F:1][C:2]1[CH:3]=[C:4]2[C:9](=[CH:10][CH:11]=1)[N:8]=[C:7]([NH:12][C:13]([N:31]1[CH2:30][CH2:29][N:28]([C:24]3[CH:25]=[CH:26][CH:27]=[C:22]([O:21][CH3:20])[CH:23]=3)[CH2:33][CH2:32]1)=[O:17])[C:6]([O:18][CH3:19])=[N:5]2. The yield is 0.770. (5) The reactants are [CH3:1][C:2]1[CH:3]=[CH:4][CH:5]=[C:6]2[C:10]=1[NH:9][C:8](=[O:11])[C:7]2=[O:12].CCN(P1(N(C)CCCN1)=NC(C)(C)C)CC.[Cl:30][C:31]1[CH:38]=[CH:37][CH:36]=[CH:35][C:32]=1[CH2:33]Br. The catalyst is C(#N)C.C(Cl)Cl. The product is [Cl:30][C:31]1[CH:38]=[CH:37][CH:36]=[CH:35][C:32]=1[CH2:33][N:9]1[C:10]2[C:6](=[CH:5][CH:4]=[CH:3][C:2]=2[CH3:1])[C:7](=[O:12])[C:8]1=[O:11]. The yield is 0.880.